This data is from Forward reaction prediction with 1.9M reactions from USPTO patents (1976-2016). The task is: Predict the product of the given reaction. (1) Given the reactants [CH2:1]([O:8][C:9]1[CH:14]=[CH:13][C:12]([C@@H:15]([O:18][Si:19]([CH2:24][CH3:25])([CH2:22][CH3:23])[CH2:20][CH3:21])[CH2:16]I)=[CH:11][C:10]=1[NH:26][S:27]([CH3:30])(=[O:29])=[O:28])[C:2]1[CH:7]=[CH:6][CH:5]=[CH:4][CH:3]=1.[NH2:31][C@H:32]([CH3:47])[CH2:33][C:34]1[C:42]2[C:37](=[C:38]([C:43]([O:45][CH3:46])=[O:44])[CH:39]=[CH:40][CH:41]=2)[NH:36][CH:35]=1.C(N(C(C)C)CC)(C)C.C(=O)([O-])O.[Na+], predict the reaction product. The product is: [CH2:1]([O:8][C:9]1[CH:14]=[CH:13][C:12]([C@@H:15]([O:18][Si:19]([CH2:24][CH3:25])([CH2:22][CH3:23])[CH2:20][CH3:21])[CH2:16][NH:31][C@H:32]([CH3:47])[CH2:33][C:34]2[C:42]3[C:37](=[C:38]([C:43]([O:45][CH3:46])=[O:44])[CH:39]=[CH:40][CH:41]=3)[NH:36][CH:35]=2)=[CH:11][C:10]=1[NH:26][S:27]([CH3:30])(=[O:29])=[O:28])[C:2]1[CH:7]=[CH:6][CH:5]=[CH:4][CH:3]=1. (2) Given the reactants [CH2:1]([C@H:8]1[N:13]([C:14]([C:16]2[N:17]=[CH:18][N:19]([CH:27]3[CH2:32][CH2:31][CH2:30][CH2:29][C:28]3=[O:33])[C:20]=2[C:21]2[CH:26]=[CH:25][CH:24]=[CH:23][CH:22]=2)=[O:15])[CH2:12][CH2:11][N:10]([C:34]([O:36][C:37]([CH3:40])([CH3:39])[CH3:38])=[O:35])[CH2:9]1)[C:2]1[CH:7]=[CH:6][CH:5]=[CH:4][CH:3]=1.[CH3:41][Mg]Br.[Cl-].[NH4+], predict the reaction product. The product is: [CH2:1]([C@H:8]1[N:13]([C:14]([C:16]2[N:17]=[CH:18][N:19]([CH:27]3[CH2:32][CH2:31][CH2:30][CH2:29][C:28]3([OH:33])[CH3:41])[C:20]=2[C:21]2[CH:26]=[CH:25][CH:24]=[CH:23][CH:22]=2)=[O:15])[CH2:12][CH2:11][N:10]([C:34]([O:36][C:37]([CH3:40])([CH3:39])[CH3:38])=[O:35])[CH2:9]1)[C:2]1[CH:7]=[CH:6][CH:5]=[CH:4][CH:3]=1. (3) Given the reactants [C:1]([O:5][C:6]([NH:8][CH2:9][C@H:10]1[CH2:15][CH2:14][C@H:13]([C:16]([NH:18][C@H:19]([C:37]([NH:39][C:40]2[CH:48]=[C:47]3[C:43]([CH:44]=[N:45][NH:46]3)=[CH:42][CH:41]=2)=[O:38])[CH2:20][C:21]2[CH:26]=[CH:25][C:24]([C:27]3[CH:32]=[CH:31][C:30]([C:33](O)=[O:34])=[CH:29][C:28]=3[CH3:36])=[CH:23][CH:22]=2)=[O:17])[CH2:12][CH2:11]1)=[O:7])([CH3:4])([CH3:3])[CH3:2].[NH2:49][CH:50]1[CH2:53][CH:52]([OH:54])[CH2:51]1.C(N(CC)C(C)C)(C)C.CN(C(ON1N=NC2C=CC=NC1=2)=[N+](C)C)C.F[P-](F)(F)(F)(F)F, predict the reaction product. The product is: [OH:54][CH:52]1[CH2:53][CH:50]([NH:49][C:33]([C:30]2[CH:31]=[CH:32][C:27]([C:24]3[CH:23]=[CH:22][C:21]([CH2:20][C@H:19]([NH:18][C:16]([C@H:13]4[CH2:14][CH2:15][C@H:10]([CH2:9][NH:8][C:6](=[O:7])[O:5][C:1]([CH3:2])([CH3:4])[CH3:3])[CH2:11][CH2:12]4)=[O:17])[C:37]([NH:39][C:40]4[CH:48]=[C:47]5[C:43]([CH:44]=[N:45][NH:46]5)=[CH:42][CH:41]=4)=[O:38])=[CH:26][CH:25]=3)=[C:28]([CH3:36])[CH:29]=2)=[O:34])[CH2:51]1. (4) Given the reactants [F:1][C:2]([F:16])([F:15])[O:3][C:4]1[CH:5]=[C:6]([CH:10]=[CH:11][C:12]([NH2:14])=[O:13])[CH:7]=[CH:8][CH:9]=1.[Cl:17][CH:18](Cl)[C:19](=O)[CH3:20], predict the reaction product. The product is: [Cl:17][CH2:18][C:19]1[N:14]=[C:12]([CH:11]=[CH:10][C:6]2[CH:7]=[CH:8][CH:9]=[C:4]([O:3][C:2]([F:15])([F:16])[F:1])[CH:5]=2)[O:13][CH:20]=1. (5) Given the reactants [N:1]1([CH2:6][CH2:7][CH2:8][NH:9][C:10]2[CH:15]=[CH:14][C:13]([N+:16]([O-])=O)=[CH:12][CH:11]=2)[CH2:5][CH2:4][CH2:3][CH2:2]1.C1(N)C(F)=C(F)C(F)=C(N)C=1F.[ClH:31].Cl, predict the reaction product. The product is: [ClH:31].[ClH:31].[N:1]1([CH2:6][CH2:7][CH2:8][NH:9][C:10]2[CH:11]=[CH:12][C:13]([NH2:16])=[CH:14][CH:15]=2)[CH2:5][CH2:4][CH2:3][CH2:2]1. (6) Given the reactants [CH3:1][O-].[Na+].[N+:4]([C:7]1[CH:17]=[CH:16][C:10]2[N:11]=[C:12]([C:14]#[N:15])[S:13][C:9]=2[CH:8]=1)([O-:6])=[O:5], predict the reaction product. The product is: [CH3:1][C:16]1[C:10]2[N:11]=[C:12]([C:14]#[N:15])[S:13][C:9]=2[CH:8]=[C:7]([N+:4]([O-:6])=[O:5])[CH:17]=1. (7) Given the reactants O[CH2:2][C@H:3]1[CH2:8][CH2:7][CH2:6][C@@H:5]([NH:9][C:10](=[O:16])[O:11][C:12]([CH3:15])([CH3:14])[CH3:13])[CH2:4]1.N1C=CN=C1.C1C=CC(P(C2C=CC=CC=2)C2C=CC=CC=2)=CC=1.II.[O-]S([O-])(=S)=O.[Na+].[Na+].C1CCN2C(=NCCC2)CC1, predict the reaction product. The product is: [CH2:2]=[C:3]1[CH2:8][CH2:7][CH2:6][C@@H:5]([NH:9][C:10](=[O:16])[O:11][C:12]([CH3:14])([CH3:13])[CH3:15])[CH2:4]1.